This data is from Clinical trial toxicity outcomes and FDA approval status for drugs. The task is: Regression/Classification. Given a drug SMILES string, predict its toxicity properties. Task type varies by dataset: regression for continuous values (e.g., LD50, hERG inhibition percentage) or binary classification for toxic/non-toxic outcomes (e.g., AMES mutagenicity, cardiotoxicity, hepatotoxicity). Dataset: clintox. (1) The molecule is CCCC(C)C1(CC)C(=O)NC(=S)NC1=O. The result is 0 (passed clinical trial). (2) The drug is O=C([O-])[C@@H](O)[C@@H](O)[C@H](O)[C@@H](O)C(=O)[O-]. The result is 0 (passed clinical trial).